This data is from Catalyst prediction with 721,799 reactions and 888 catalyst types from USPTO. The task is: Predict which catalyst facilitates the given reaction. (1) Reactant: [Br:1][C:2]1[CH:7]=[CH:6][N:5]=[C:4]([NH:8][CH:9]=[C:10]2[CH2:14][CH2:13][O:12][C:11]2=[O:15])[CH:3]=1.C1(C)C(C)=CC=CC=1. Product: [Br:1][C:2]1[CH:7]=[CH:6][N:5]2[C:11](=[O:15])[C:10]([CH2:14][CH2:13][OH:12])=[CH:9][N:8]=[C:4]2[CH:3]=1. The catalyst class is: 484. (2) Reactant: [C:1]([CH2:4][C:5](=O)[CH3:6])(=O)[CH3:2].C(=O)(O)O.[C:12]1([NH:18][C:19]([NH2:21])=[NH:20])[CH:17]=[CH:16][CH:15]=[CH:14][CH:13]=1.C(=O)=O. Product: [NH:18]([C:19]1[N:21]=[C:5]([CH3:6])[CH:4]=[C:1]([CH3:2])[N:20]=1)[C:12]1[CH:17]=[CH:16][CH:15]=[CH:14][CH:13]=1. The catalyst class is: 6. (3) Reactant: [CH3:1][O:2][C:3](=[O:31])[CH:4]([C:9]1[CH:14]=[C:13]([O:15][CH2:16][C:17]2[CH:22]=[CH:21][CH:20]=[CH:19][CH:18]=2)[CH:12]=[C:11]([O:23]CC2C=CC=CC=2)[CH:10]=1)[CH2:5][C:6]([CH3:8])=[CH2:7].[OH-].[Na+]. Product: [CH3:1][O:2][C:3](=[O:31])[CH:4]([C:9]1[CH:10]=[C:11]([OH:23])[CH:12]=[C:13]([O:15][CH2:16][C:17]2[CH:22]=[CH:21][CH:20]=[CH:19][CH:18]=2)[CH:14]=1)[CH2:5][C:6]([CH3:8])=[CH2:7]. The catalyst class is: 19. (4) Reactant: [CH:1]1([CH2:4][NH:5][C:6]2[CH:30]=[CH:29][C:9]([O:10][C:11]3[CH:12]=[C:13]([CH:22]=[C:23]([O:25][CH:26]([CH3:28])[CH3:27])[CH:24]=3)[C:14]([NH:16][C:17]3[S:18][CH:19]=[CH:20][N:21]=3)=[O:15])=[CH:8][CH:7]=2)[CH2:3][CH2:2]1.[C:31](Cl)(=[O:34])[CH2:32][CH3:33].N1C=CC=CC=1. Product: [CH:1]1([CH2:4][N:5]([C:31](=[O:34])[CH2:32][CH3:33])[C:6]2[CH:30]=[CH:29][C:9]([O:10][C:11]3[CH:12]=[C:13]([CH:22]=[C:23]([O:25][CH:26]([CH3:27])[CH3:28])[CH:24]=3)[C:14]([NH:16][C:17]3[S:18][CH:19]=[CH:20][N:21]=3)=[O:15])=[CH:8][CH:7]=2)[CH2:3][CH2:2]1. The catalyst class is: 6. (5) Reactant: C/[C:2](/[OH:27])=[CH:3]\[CH2:4][C:5]1[C:6]([C:20]2[CH:25]=[CH:24][C:23]([F:26])=[CH:22][CH:21]=2)=[N:7][C:8]([N:14]([CH3:19])[S:15]([CH3:18])(=[O:17])=[O:16])=[N:9][C:10]=1[CH:11]([CH3:13])[CH3:12].[Cr](O[Cr]([O-])(=O)=O)([O-])(=O)=O.[NH+]1C=CC=CC=1.[NH+]1C=CC=CC=1. Product: [F:26][C:23]1[CH:22]=[CH:21][C:20]([C:6]2[C:5](/[CH:4]=[CH:3]/[CH:2]=[O:27])=[C:10]([CH:11]([CH3:13])[CH3:12])[N:9]=[C:8]([N:14]([CH3:19])[S:15]([CH3:18])(=[O:17])=[O:16])[N:7]=2)=[CH:25][CH:24]=1. The catalyst class is: 4. (6) Reactant: C1(C2C=CC(C(O[C@@H:14]3[CH2:27][C@@H]4[O:18][C:19](=[O:26])[CH2:20][CH2:21][CH2:22][CH:23]=[CH:24][CH2:25][C@@H:16]4[C@H:15]3/[CH:28]=[CH:29]/[C:30]([F:40])([F:39])[CH2:31][O:32][C:33]3[CH:38]=[CH:37][CH:36]=[CH:35][CH:34]=3)=O)=CC=2)C=CC=CC=1.[OH-:43].[Na+].Cl.[CH3:46][OH:47]. Product: [F:39][C:30]([F:40])([CH2:31][O:32][C:33]1[CH:38]=[CH:37][CH:36]=[CH:35][CH:34]=1)/[CH:29]=[CH:28]/[C@H:15]1[C@H:14]([OH:43])[CH2:27][C@H:46]([OH:47])[C@@H:16]1[CH2:25]/[CH:24]=[CH:23]\[CH2:22][CH2:21][CH2:20][C:19]([OH:26])=[O:18]. The catalyst class is: 1. (7) Reactant: [P:1]([O:44]C(C)(C)C)([O:39]C(C)(C)C)([O:3][CH2:4][C@@H:5]([NH:14][C:15](=[O:38])[C:16]1[CH:21]=[CH:20][C:19]([C:22]2[C:27]([NH2:28])=[N:26][CH:25]=[C:24]([C@@H:29]3[CH2:34][CH2:33][C@@H:32]([OH:35])[C@H:31]([F:36])[CH2:30]3)[N:23]=2)=[CH:18][C:17]=1[F:37])[C:6]1[CH:11]=[C:10]([I:12])[CH:9]=[C:8]([F:13])[CH:7]=1)=[O:2].Cl.O1CCOCC1. Product: [P:1]([OH:39])([OH:44])([O:3][CH2:4][C@@H:5]([NH:14][C:15](=[O:38])[C:16]1[CH:21]=[CH:20][C:19]([C:22]2[C:27]([NH2:28])=[N:26][CH:25]=[C:24]([C@@H:29]3[CH2:34][CH2:33][C@@H:32]([OH:35])[C@H:31]([F:36])[CH2:30]3)[N:23]=2)=[CH:18][C:17]=1[F:37])[C:6]1[CH:11]=[C:10]([I:12])[CH:9]=[C:8]([F:13])[CH:7]=1)=[O:2]. The catalyst class is: 5.